Task: Predict the reaction yield, written as a fraction of the theoretical maximum amount of product (1.0 means a 100% yield; for example, 0.34 means a 34% yield).. Dataset: Reaction yield outcomes from USPTO patents with 853,638 reactions (1) The reactants are C[O:2][C:3]([C:5]1[N:6]=[C:7]([CH3:17])[S:8][C:9]=1[C:10]1[CH:15]=[CH:14][C:13]([F:16])=[CH:12][CH:11]=1)=[O:4].[OH-].[Na+]. The catalyst is C1COCC1.CO.O. The product is [F:16][C:13]1[CH:12]=[CH:11][C:10]([C:9]2[S:8][C:7]([CH3:17])=[N:6][C:5]=2[C:3]([OH:4])=[O:2])=[CH:15][CH:14]=1. The yield is 0.930. (2) The reactants are Cl[C:2]1[N:3]=[CH:4][C:5]2[C:10]([CH:11]=1)=[CH:9][C:8]([C@H:12]([OH:14])[CH3:13])=[CH:7][CH:6]=2.[CH2:15]([Sn](CCCC)(CCCC)C=C)[CH2:16]CC. The catalyst is Cl[Pd](Cl)([P](C1C=CC=CC=1)(C1C=CC=CC=1)C1C=CC=CC=1)[P](C1C=CC=CC=1)(C1C=CC=CC=1)C1C=CC=CC=1.O1CCOCC1. The product is [CH:15]([C:2]1[N:3]=[CH:4][C:5]2[C:10]([CH:11]=1)=[CH:9][C:8]([C@H:12]([OH:14])[CH3:13])=[CH:7][CH:6]=2)=[CH2:16]. The yield is 0.500.